Predict the reactants needed to synthesize the given product. From a dataset of Full USPTO retrosynthesis dataset with 1.9M reactions from patents (1976-2016). (1) Given the product [Cl:1][C:2]1[C:6]([Cl:7])=[C:5]([CH3:8])[NH:4][C:3]=1[C:9]([NH:11][CH:12]1[CH2:13][CH2:14][N:15]([C:18]2[S:19][C:20]([C:23]([NH:34][S:31]([CH3:30])(=[O:33])=[O:32])=[O:24])=[CH:21][N:22]=2)[CH2:16][CH2:17]1)=[O:10], predict the reactants needed to synthesize it. The reactants are: [Cl:1][C:2]1[C:6]([Cl:7])=[C:5]([CH3:8])[NH:4][C:3]=1[C:9]([NH:11][CH:12]1[CH2:17][CH2:16][N:15]([C:18]2[S:19][C:20]([C:23](O)=[O:24])=[CH:21][N:22]=2)[CH2:14][CH2:13]1)=[O:10].S(Cl)(Cl)=O.[CH3:30][S:31]([NH2:34])(=[O:33])=[O:32].C1CCN2C(=NCCC2)CC1.Cl. (2) The reactants are: N1C(C)=CC=CC=1C.[CH2:9]([C:11]([C:30]1[CH:35]=[CH:34][C:33]([C:36]#[C:37][C:38]2([OH:44])[CH2:43][CH2:42][S:41][CH2:40][CH2:39]2)=[C:32]([CH3:45])[CH:31]=1)([C:14]1[CH:19]=[CH:18][C:17]([B:20]2[O:24][C:23]([CH3:26])([CH3:25])[C:22]([CH3:28])([CH3:27])[O:21]2)=[C:16]([CH3:29])[CH:15]=1)[CH2:12][CH3:13])[CH3:10].O([Si:54]([CH3:57])([CH3:56])[CH3:55])S(C(F)(F)F)(=O)=O.O. Given the product [CH2:9]([C:11]([C:14]1[CH:19]=[CH:18][C:17]([B:20]2[O:24][C:23]([CH3:25])([CH3:26])[C:22]([CH3:27])([CH3:28])[O:21]2)=[C:16]([CH3:29])[CH:15]=1)([C:30]1[CH:35]=[CH:34][C:33]([C:36]#[C:37][C:38]2([O:44][Si:54]([CH3:57])([CH3:56])[CH3:55])[CH2:39][CH2:40][S:41][CH2:42][CH2:43]2)=[C:32]([CH3:45])[CH:31]=1)[CH2:12][CH3:13])[CH3:10], predict the reactants needed to synthesize it. (3) Given the product [Cl:8][C:9]1[CH:10]=[C:11]([F:28])[CH:12]=[C:13]2[C:18]=1[N:17]=[CH:16][C:15](/[C:19](=[N:7]/[S:5]([C:2]([CH3:4])([CH3:3])[CH3:1])=[O:6])/[CH3:20])=[C:14]2[C:22]1[CH:27]=[CH:26][CH:25]=[CH:24][N:23]=1, predict the reactants needed to synthesize it. The reactants are: [CH3:1][C:2]([S:5]([NH2:7])=[O:6])([CH3:4])[CH3:3].[Cl:8][C:9]1[CH:10]=[C:11]([F:28])[CH:12]=[C:13]2[C:18]=1[N:17]=[CH:16][C:15]([C:19](=O)[CH3:20])=[C:14]2[C:22]1[CH:27]=[CH:26][CH:25]=[CH:24][N:23]=1. (4) Given the product [C:12]([C:11]1[CH:14]=[CH:15][C:8]([C:7]2[C:6]([C:17]3[CH:22]=[CH:21][C:20]([O:23][CH3:24])=[CH:19][CH:18]=3)=[CH:5][S:4][C:3]=2/[CH:1]=[CH:30]/[C:25]([O:27][CH2:28][CH3:29])=[O:26])=[C:9]([CH3:16])[CH:10]=1)#[N:13], predict the reactants needed to synthesize it. The reactants are: [CH:1]([C:3]1[S:4][CH:5]=[C:6]([C:17]2[CH:22]=[CH:21][C:20]([O:23][CH3:24])=[CH:19][CH:18]=2)[C:7]=1[C:8]1[CH:15]=[CH:14][C:11]([C:12]#[N:13])=[CH:10][C:9]=1[CH3:16])=O.[C:25]([CH:30]=P(C1C=CC=CC=1)(C1C=CC=CC=1)C1C=CC=CC=1)([O:27][CH2:28][CH3:29])=[O:26]. (5) Given the product [Cl:1][C:2]1[CH:3]=[CH:4][C:5]([C:8]2[N:9]=[C:10]([N:27]3[CH:31]=[CH:30][N:29]=[C:28]3[CH3:32])[O:11][C:12]=2[CH2:13][CH2:14][CH2:15][O:16][C:17]2[CH:22]=[CH:21][CH:20]=[CH:19][C:18]=2[OH:23])=[CH:6][CH:7]=1, predict the reactants needed to synthesize it. The reactants are: [Cl:1][C:2]1[CH:7]=[CH:6][C:5]([C:8]2[N:9]=[C:10]([N:27]3[CH:31]=[CH:30][N:29]=[C:28]3[CH3:32])[O:11][C:12]=2[CH2:13][CH2:14][CH2:15][O:16][C:17]2[CH:22]=[CH:21][CH:20]=[CH:19][C:18]=2[O:23]C(C)C)=[CH:4][CH:3]=1.C(=O)([O-])O.[Na+].